This data is from Retrosynthesis with 50K atom-mapped reactions and 10 reaction types from USPTO. The task is: Predict the reactants needed to synthesize the given product. (1) The reactants are: Brc1ccc2cnc(Nc3ccc(N4CCOCC4)cc3)nn12.O=S1(=O)CCN(Cc2ccc(B(O)O)cc2)CC1. Given the product O=S1(=O)CCN(Cc2ccc(-c3ccc4cnc(Nc5ccc(N6CCOCC6)cc5)nn34)cc2)CC1, predict the reactants needed to synthesize it. (2) Given the product O=S(=O)(c1ccc(N2CCOCC2)nc1)N1CCC2=Cc3c(cnn3-c3ccc(F)cc3)C[C@]2(COCC2CC2)C1, predict the reactants needed to synthesize it. The reactants are: BrCC1CC1.O=S(=O)(c1ccc(N2CCOCC2)nc1)N1CCC2=Cc3c(cnn3-c3ccc(F)cc3)C[C@]2(CO)C1. (3) Given the product N#Cc1cnn(-c2ccc(Cl)cc2Cl)c1C(F)(F)F, predict the reactants needed to synthesize it. The reactants are: NC(=O)c1cnn(-c2ccc(Cl)cc2Cl)c1C(F)(F)F. (4) Given the product O=C(Nc1cccc2c1CC(O)CC2)Oc1ccccc1, predict the reactants needed to synthesize it. The reactants are: Nc1cccc2c1CC(O)CC2.O=C(Cl)Oc1ccccc1. (5) Given the product CCOc1ccnc(Cl)c1, predict the reactants needed to synthesize it. The reactants are: CC[O-].Clc1cc(I)ccn1. (6) The reactants are: CN.COC(=O)c1nnc(-c2ccc(F)cn2)o1. Given the product CNC(=O)c1nnc(-c2ccc(F)cn2)o1, predict the reactants needed to synthesize it.